Task: Predict the reactants needed to synthesize the given product.. Dataset: Full USPTO retrosynthesis dataset with 1.9M reactions from patents (1976-2016) Given the product [CH3:1][O:2][C:3](=[O:18])[C:4]1[CH:9]=[CH:8][C:7]([S:10][C:11]2[N:16]=[CH:15][C:14]([CH:21]=[CH2:22])=[CH:13][N:12]=2)=[CH:6][CH:5]=1, predict the reactants needed to synthesize it. The reactants are: [CH3:1][O:2][C:3](=[O:18])[C:4]1[CH:9]=[CH:8][C:7]([S:10][C:11]2[N:16]=[CH:15][C:14](Br)=[CH:13][N:12]=2)=[CH:6][CH:5]=1.[Li+].[Cl-].[C:21]1(P(C2C=CC=CC=2)C2C=CC=CC=2)C=CC=C[CH:22]=1.C([Sn](CCCC)(CCCC)C=C)CCC.